Task: Predict the reactants needed to synthesize the given product.. Dataset: Full USPTO retrosynthesis dataset with 1.9M reactions from patents (1976-2016) (1) Given the product [F:1][C:2]1[CH:10]=[CH:9][CH:8]=[C:7]2[C:3]=1[CH2:4][CH2:5][N:6]2[C:11](=[O:21])[CH2:12][C:13]1[NH:18][C:17](=[O:19])[CH:16]=[C:15]([N:6]2[CH2:7][CH2:8][O:22][CH:4]([CH3:3])[CH2:5]2)[N:14]=1, predict the reactants needed to synthesize it. The reactants are: [F:1][C:2]1[CH:10]=[CH:9][CH:8]=[C:7]2[C:3]=1[CH2:4][CH2:5][N:6]2[C:11](=[O:21])[CH2:12][C:13]1[NH:18][C:17](=[O:19])[CH:16]=[C:15](Cl)[N:14]=1.[OH2:22]. (2) Given the product [N:39]([C@H:2]1[CH2:8][CH2:7][CH2:6][N:5]([C:9]([O:11][C:12]([CH3:15])([CH3:14])[CH3:13])=[O:10])[C:4]2[CH:16]=[C:17]([C:21]([F:24])([F:23])[F:22])[C:18]([CH3:20])=[CH:19][C:3]1=2)=[N+:40]=[N-:41], predict the reactants needed to synthesize it. The reactants are: O[C@@H:2]1[CH2:8][CH2:7][CH2:6][N:5]([C:9]([O:11][C:12]([CH3:15])([CH3:14])[CH3:13])=[O:10])[C:4]2[CH:16]=[C:17]([C:21]([F:24])([F:23])[F:22])[C:18]([CH3:20])=[CH:19][C:3]1=2.C1(P([N:39]=[N+:40]=[N-:41])(C2C=CC=CC=2)=O)C=CC=CC=1.C1CCN2C(=NCCC2)CC1. (3) The reactants are: [CH3:1][C:2]1([CH3:16])[C:6]([CH3:8])([CH3:7])[O:5][B:4]([C:9]2[CH:14]=[CH:13][C:12]([OH:15])=[CH:11][CH:10]=2)[O:3]1.Br[CH2:18][CH2:19][O:20][CH:21]1[CH2:26][CH2:25][CH2:24][CH2:23][O:22]1.[H-].[Na+].Cl. Given the product [CH3:8][C:6]1([CH3:7])[C:2]([CH3:16])([CH3:1])[O:3][B:4]([C:9]2[CH:14]=[CH:13][C:12]([O:15][CH2:18][CH2:19][O:20][CH:21]3[CH2:26][CH2:25][CH2:24][CH2:23][O:22]3)=[CH:11][CH:10]=2)[O:5]1, predict the reactants needed to synthesize it. (4) Given the product [Cl:1][C:2]1[N:9]=[C:24]([N:26]2[CH2:29][CH2:30][CH2:32][CH2:28][CH2:27]2)[CH:25]=[C:6]([C:11]2[CH:16]=[CH:15][C:14]([O:17][C:18]3[CH:23]=[CH:22][CH:21]=[CH:20][CH:19]=3)=[CH:13][CH:12]=2)[C:3]=1[C:4]#[N:5], predict the reactants needed to synthesize it. The reactants are: [Cl:1][C:2]1[N:9]=C(Cl)C=[C:6]([C:11]2[CH:16]=[CH:15][C:14]([O:17][C:18]3[CH:23]=[CH:22][CH:21]=[CH:20][CH:19]=3)=[CH:13][CH:12]=2)[C:3]=1[C:4]#[N:5].[CH2:24]([N:26]([CH2:29][CH3:30])[CH2:27][CH3:28])[CH3:25].N1CCCC[CH2:32]1. (5) Given the product [CH3:1][C:2]1[C:3]2[CH:15]=[CH:14][C:13]([NH:16][S:17]([CH3:20])(=[O:19])=[O:18])=[CH:12][C:4]=2[S:5][C:6]=1[C:7]([OH:9])=[O:8], predict the reactants needed to synthesize it. The reactants are: [CH3:1][C:2]1[C:3]2[CH:15]=[CH:14][C:13]([NH:16][S:17]([CH3:20])(=[O:19])=[O:18])=[CH:12][C:4]=2[S:5][C:6]=1[C:7]([O:9]CC)=[O:8].O[Li].O. (6) Given the product [F:22][C:23]([F:30])([F:29])[C:24]([C:21]1[C:16]([F:15])=[N:17][CH:18]=[CH:19][CH:20]=1)=[O:25], predict the reactants needed to synthesize it. The reactants are: [Cl-].[Li+].C(NC(C)C)(C)C.[Li+].CCC[CH2-].[F:15][C:16]1[CH:21]=[CH:20][CH:19]=[CH:18][N:17]=1.[F:22][C:23]([F:30])([F:29])[C:24](OCC)=[O:25].Cl.